Predict the reactants needed to synthesize the given product. From a dataset of Full USPTO retrosynthesis dataset with 1.9M reactions from patents (1976-2016). (1) Given the product [F:43][C:44]1[CH:52]=[CH:51][C:47]([C:48]([NH:1][C:2]2[CH:3]=[C:4]([CH:28]=[CH:29][C:30]=2[N:31]2[CH:35]=[N:34][CH:33]=[N:32]2)[C:5]([NH:7][C:8]2[C:13]([CH2:14][CH3:15])=[CH:12][C:11]([C:16]([F:25])([C:17]([F:19])([F:20])[F:18])[C:21]([F:22])([F:23])[F:24])=[CH:10][C:9]=2[CH2:26][CH3:27])=[O:6])=[O:49])=[CH:46][CH:45]=1, predict the reactants needed to synthesize it. The reactants are: [NH2:1][C:2]1[CH:3]=[C:4]([CH:28]=[CH:29][C:30]=1[N:31]1[CH:35]=[N:34][CH:33]=[N:32]1)[C:5]([NH:7][C:8]1[C:13]([CH2:14][CH3:15])=[CH:12][C:11]([C:16]([F:25])([C:21]([F:24])([F:23])[F:22])[C:17]([F:20])([F:19])[F:18])=[CH:10][C:9]=1[CH2:26][CH3:27])=[O:6].C(N(CC)CC)C.[F:43][C:44]1[CH:52]=[CH:51][C:47]([C:48](Cl)=[O:49])=[CH:46][CH:45]=1. (2) The reactants are: [NH2:1][C@:2]12[CH2:37][CH2:36][C@@H:35]([C:38]([CH3:40])=[CH2:39])[C@@H:3]1[C@@H:4]1[C@@:17]([CH3:20])([CH2:18][CH2:19]2)[C@@:16]2([CH3:21])[C@@H:7]([C@:8]3([CH3:34])[C@@H:13]([CH2:14][CH2:15]2)[C:12]([CH3:23])([CH3:22])[C:11]([C:24]2[CH:33]=[CH:32][C:27]([C:28]([O:30]C)=[O:29])=[CH:26][CH:25]=2)=[CH:10][CH2:9]3)[CH2:6][CH2:5]1.Cl.[N:42]1([CH2:48][C:49](O)=[O:50])[CH2:47][CH2:46][CH2:45][CH2:44][CH2:43]1. Given the product [CH3:20][C@:17]12[C@@:16]3([CH3:21])[C@@H:7]([C@:8]4([CH3:34])[C@@H:13]([CH2:14][CH2:15]3)[C:12]([CH3:23])([CH3:22])[C:11]([C:24]3[CH:33]=[CH:32][C:27]([C:28]([OH:30])=[O:29])=[CH:26][CH:25]=3)=[CH:10][CH2:9]4)[CH2:6][CH2:5][C@@H:4]1[C@H:3]1[C@H:35]([C:38]([CH3:40])=[CH2:39])[CH2:36][CH2:37][C@:2]1([NH:1][C:49](=[O:50])[CH2:48][N:42]1[CH2:47][CH2:46][CH2:45][CH2:44][CH2:43]1)[CH2:19][CH2:18]2, predict the reactants needed to synthesize it. (3) Given the product [C:1]1([C:7]2[C:15]3[C:10](=[CH:11][CH:12]=[CH:13][CH:14]=3)[NH:9][C:8]=2[CH2:26][N:27]2[CH:35]=[N:34][C:33]3[C:28]2=[N:29][CH:30]=[N:31][C:32]=3[NH2:36])[CH:2]=[CH:3][CH:4]=[CH:5][CH:6]=1, predict the reactants needed to synthesize it. The reactants are: [C:1]1([C:7]2[C:15]3[C:10](=[CH:11][CH:12]=[CH:13][CH:14]=3)[N:9](S(C3C=CC(C)=CC=3)(=O)=O)[C:8]=2[CH2:26][N:27]2[CH:35]=[N:34][C:33]3[C:28]2=[N:29][CH:30]=[N:31][C:32]=3[NH2:36])[CH:6]=[CH:5][CH:4]=[CH:3][CH:2]=1.[OH-].[K+]. (4) Given the product [OH:13][C:4]1[C:3]([OH:12])=[C:2]([OH:1])[C:11]2[C:6]([CH:5]=1)=[CH:7][CH:8]=[CH:9][CH:10]=2, predict the reactants needed to synthesize it. The reactants are: [OH:1][C:2]1[C:11]2[C:6](=[CH:7][CH:8]=[CH:9][CH:10]=2)[CH:5]=[CH:4][C:3]=1[OH:12].[OH:13]C1C2C(=CC=CC=2)C=C(O)C=1.OC1C2C(=CC=CC=2)C(O)=CC=1.OC1C2C(=C(O)C=CC=2)C=CC=1.OC1C2C(=CC(O)=CC=2)C=CC=1.OC1C2C(=CC=C(O)C=2)C=CC=1.OC1C2C(=CC=CC=2O)C=CC=1.C1C=CC2C(=CC=CC=2O)C=1. (5) Given the product [CH:29]1([NH:32][C:10]2[C:9]3[C:14](=[CH:15][CH:16]=[C:7]([C:2]4[CH:3]=[CH:4][CH:5]=[CH:6][C:1]=4[CH3:28])[CH:8]=3)[N:13]=[C:12]([N:17]3[CH:21]=[C:20]([C:22]([OH:24])=[O:23])[CH:19]=[N:18]3)[N:11]=2)[CH2:31][CH2:30]1, predict the reactants needed to synthesize it. The reactants are: [C:1]1([CH3:28])[CH:6]=[CH:5][CH:4]=[CH:3][C:2]=1[C:7]1[CH:8]=[C:9]2[C:14](=[CH:15][CH:16]=1)[N:13]=[C:12]([N:17]1[CH:21]=[C:20]([C:22]([O:24]CC)=[O:23])[CH:19]=[N:18]1)[NH:11][C:10]2=O.[CH:29]1([NH2:32])[CH2:31][CH2:30]1. (6) Given the product [C:1]([O:5][C:6]([N:8]1[C@@H:12]([CH2:13][CH2:14][Si:18]([CH3:25])([CH3:17])[C:19]2[CH:24]=[CH:23][CH:22]=[CH:21][CH:20]=2)[CH2:11][O:10][C:9]1([CH3:16])[CH3:15])=[O:7])([CH3:4])([CH3:3])[CH3:2], predict the reactants needed to synthesize it. The reactants are: [C:1]([O:5][C:6]([N:8]1[C@@H:12]([CH:13]=[CH2:14])[CH2:11][O:10][C:9]1([CH3:16])[CH3:15])=[O:7])([CH3:4])([CH3:3])[CH3:2].[CH3:17][SiH:18]([CH3:25])[C:19]1[CH:24]=[CH:23][CH:22]=[CH:21][CH:20]=1.